From a dataset of Catalyst prediction with 721,799 reactions and 888 catalyst types from USPTO. Predict which catalyst facilitates the given reaction. (1) Reactant: [NH2:1][C:2]1[N:7]=[C:6]([C:8]2[N:12]([CH:13]([CH3:15])[CH3:14])[C:11]([CH3:16])=[N:10][CH:9]=2)[C:5]([F:17])=[CH:4][N:3]=1.Br[C:19]1[CH:20]=[CH:21][C:22]([C:25]([O:27][CH2:28][CH3:29])=[O:26])=[N:23][CH:24]=1.CC1(C)C2C(=C(P(C3C=CC=CC=3)C3C=CC=CC=3)C=CC=2)OC2C(P(C3C=CC=CC=3)C3C=CC=CC=3)=CC=CC1=2.C(=O)([O-])[O-].[Cs+].[Cs+]. Product: [F:17][C:5]1[C:6]([C:8]2[N:12]([CH:13]([CH3:14])[CH3:15])[C:11]([CH3:16])=[N:10][CH:9]=2)=[N:7][C:2]([NH:1][C:19]2[CH:20]=[CH:21][C:22]([C:25]([O:27][CH2:28][CH3:29])=[O:26])=[N:23][CH:24]=2)=[N:3][CH:4]=1. The catalyst class is: 62. (2) Reactant: [NH2:1][C:2]1[CH:3]=[C:4]2[C:9](=[CH:10][CH:11]=1)[N:8]=[CH:7][C:6]([C:12]#[N:13])=[C:5]2[NH:14][C:15]1[CH:20]=[CH:19][C:18]([F:21])=[C:17]([Cl:22])[CH:16]=1.[N:23]1[CH:28]=[CH:27][CH:26]=[CH:25][C:24]=1[C:29](=O)[CH3:30].[BH3-]C#N.[Na+]. Product: [Cl:22][C:17]1[CH:16]=[C:15]([NH:14][C:5]2[C:4]3[C:9](=[CH:10][CH:11]=[C:2]([NH:1][CH:29]([C:24]4[CH:25]=[CH:26][CH:27]=[CH:28][N:23]=4)[CH3:30])[CH:3]=3)[N:8]=[CH:7][C:6]=2[C:12]#[N:13])[CH:20]=[CH:19][C:18]=1[F:21]. The catalyst class is: 14.